Dataset: Forward reaction prediction with 1.9M reactions from USPTO patents (1976-2016). Task: Predict the product of the given reaction. (1) Given the reactants [C:1](Cl)(=[O:3])[CH3:2].Cl.Cl.[Cl:7][C:8]1[C:9]([F:34])=[C:10]([NH:14][C:15]2[C:24]3[C:19](=[CH:20][C:21]([O:27][CH:28]4[CH2:33][CH2:32][NH:31][CH2:30][CH2:29]4)=[C:22]([O:25][CH3:26])[CH:23]=3)[N:18]=[CH:17][N:16]=2)[CH:11]=[CH:12][CH:13]=1.C(N(C(C)C)CC)(C)C, predict the reaction product. The product is: [C:1]([N:31]1[CH2:32][CH2:33][CH:28]([O:27][C:21]2[CH:20]=[C:19]3[C:24]([C:15]([NH:14][C:10]4[CH:11]=[CH:12][CH:13]=[C:8]([Cl:7])[C:9]=4[F:34])=[N:16][CH:17]=[N:18]3)=[CH:23][C:22]=2[O:25][CH3:26])[CH2:29][CH2:30]1)(=[O:3])[CH3:2]. (2) Given the reactants Cl.[OH:2][C@@H:3]1[CH2:7][NH:6][C@@H:5]([C:8]([OH:10])=[O:9])[CH2:4]1.S(Cl)([Cl:13])=O.[CH3:15]O, predict the reaction product. The product is: [ClH:13].[OH:2][C@@H:3]1[CH2:7][NH:6][C@@H:5]([C:8]([O:10][CH3:15])=[O:9])[CH2:4]1. (3) The product is: [CH2:24]([C:23]1[C:3]2[C:4]([OH:9])=[CH:5][CH:6]=[C:7]([F:8])[C:2]=2[N:1]=[C:20]([CH3:21])[C:19]=1[CH2:18][C:17]1[CH:16]=[CH:15][C:14]([S:11]([CH3:10])(=[O:12])=[O:13])=[CH:28][CH:27]=1)[CH3:25]. Given the reactants [NH2:1][C:2]1[CH:3]=[C:4]([OH:9])[CH:5]=[CH:6][C:7]=1[F:8].[CH3:10][S:11]([C:14]1[CH:28]=[CH:27][C:17]([CH2:18][CH:19]([C:23](=O)[CH2:24][CH3:25])[C:20](=O)[CH3:21])=[CH:16][CH:15]=1)(=[O:13])=[O:12].O.C1(C)C=CC(S(O)(=O)=O)=CC=1, predict the reaction product. (4) Given the reactants [C:1]([C:3]1[N:4]=[C:5]2[C:11]([C:12](=[O:17])[C:13]([CH3:16])([CH3:15])[CH3:14])=[CH:10][NH:9][C:6]2=[N:7][CH:8]=1)#[CH:2].[CH2:18]([N:25]=[N+:26]=[N-:27])[C:19]1[CH:24]=[CH:23][CH:22]=[CH:21][CH:20]=1.O=C1O[C@H]([C@H](CO)O)C(O)=C1O, predict the reaction product. The product is: [CH2:18]([N:25]1[CH:2]=[C:1]([C:3]2[N:4]=[C:5]3[C:11]([C:12](=[O:17])[C:13]([CH3:14])([CH3:16])[CH3:15])=[CH:10][NH:9][C:6]3=[N:7][CH:8]=2)[N:27]=[N:26]1)[C:19]1[CH:24]=[CH:23][CH:22]=[CH:21][CH:20]=1. (5) The product is: [Br:1][C:2]1[CH:3]=[C:4]([CH:21]=[C:22]([CH:24]([OH:25])[C:28]([F:31])([F:30])[F:29])[CH:23]=1)[CH2:5][O:6][C:7]1[CH:12]=[CH:11][CH:10]=[CH:9][C:8]=1[CH2:13][C:14]([O:16][C:17]([CH3:20])([CH3:19])[CH3:18])=[O:15]. Given the reactants [Br:1][C:2]1[CH:3]=[C:4]([CH:21]=[C:22]([CH:24]=[O:25])[CH:23]=1)[CH2:5][O:6][C:7]1[CH:12]=[CH:11][CH:10]=[CH:9][C:8]=1[CH2:13][C:14]([O:16][C:17]([CH3:20])([CH3:19])[CH3:18])=[O:15].C[Si](C)(C)[C:28]([F:31])([F:30])[F:29].CCCC[N+](CCCC)(CCCC)CCCC.[F-], predict the reaction product. (6) Given the reactants [CH2:1]([O:11][CH2:12][C:13]([CH2:18][O:19][CH2:20][CH2:21][CH2:22][CH2:23][CH2:24][CH2:25][CH2:26][CH2:27][CH2:28][CH3:29])([CH2:16][OH:17])[CH2:14][OH:15])[CH2:2][CH2:3][CH2:4][CH2:5][CH2:6][CH2:7][CH2:8][CH2:9][CH3:10].[H-].[Na+].Cl.[CH3:33][N:34]([CH3:38])[CH2:35][CH2:36]Cl, predict the reaction product. The product is: [CH2:20]([O:19][CH2:18][C:13]([CH2:12][O:11][CH2:1][CH2:2][CH2:3][CH2:4][CH2:5][CH2:6][CH2:7][CH2:8][CH2:9][CH3:10])([CH2:16][O:17][CH2:36][CH2:35][N:34]([CH3:38])[CH3:33])[CH2:14][O:15][CH2:36][CH2:35][N:34]([CH3:38])[CH3:33])[CH2:21][CH2:22][CH2:23][CH2:24][CH2:25][CH2:26][CH2:27][CH2:28][CH3:29]. (7) Given the reactants [CH3:1][C@H:2]1[C@H:23]2[O:24][C@@H:25]3[C@@:60]([CH3:63])([CH2:61][CH2:62][C@@H:22]2[O:21][C@@H:5]2[CH2:6][C@:7]4([CH3:20])[O:13][C@@H:12]5[C:14]([CH3:19])=[CH:15][C:16]([O:18][C@H:11]5[CH2:10][C@H:8]4[O:9][C@H:4]2[CH2:3]1)=[O:17])[O:59][C@@:28]1([CH3:64])[CH2:29][C@H:30]2[O:38][C@H:37]4[CH2:39][C@H:40]5[O:46][C@@:45]6([CH3:57])[C@@H:47]([OH:56])[CH2:48][C@@H:49]([CH2:51][C:52]([CH:54]=[O:55])=[CH2:53])[O:50][C@@H:44]6[CH2:43][C@@H:41]5[O:42][C@@H:36]4[CH:35]=[CH:34][CH2:33][C@:31]2([CH3:58])[O:32][C@@H:27]1[CH2:26]3.[Cl-].[Ce+3].[Cl-].[Cl-].[Na], predict the reaction product. The product is: [CH3:1][CH:2]1[CH:23]2[O:24][CH:25]3[C:60]([CH3:63])([CH2:61][CH2:62][CH:22]2[O:21][CH:5]2[CH2:6][C:7]4([CH3:20])[O:13][CH:12]5[C:14]([CH3:19])=[CH:15][C:16]([O:18][CH:11]5[CH2:10][CH:8]4[O:9][CH:4]2[CH2:3]1)=[O:17])[O:59][C:28]1([CH3:64])[CH2:29][CH:30]2[O:38][CH:37]4[CH2:39][CH:40]5[O:46][C:45]6([CH3:57])[CH:47]([OH:56])[CH2:48][CH:49]([CH2:51][C:52]([CH2:54][OH:55])=[CH2:53])[O:50][CH:44]6[CH2:43][CH:41]5[O:42][CH:36]4[CH:35]=[CH:34][CH2:33][C:31]2([CH3:58])[O:32][CH:27]1[CH2:26]3. (8) Given the reactants [Si:1]([O:8][C@@H:9]1[CH2:14][CH2:13][C@H:12]([NH:15][C:16](=[O:33])[C@@H:17]([NH:22][C:23](=[O:32])[O:24][CH2:25][C:26]2[CH:31]=[CH:30][CH:29]=[CH:28][CH:27]=2)[CH2:18][CH2:19]SC)[C@H:11]([CH:34]([CH3:36])[CH3:35])[CH2:10]1)([C:4]([CH3:7])([CH3:6])[CH3:5])([CH3:3])[CH3:2].C([O-])([O-])=O.[Cs+].[Cs+], predict the reaction product. The product is: [OH:8][C@@H:9]1[CH2:14][CH2:13][C@H:12]([N:15]2[CH2:19][CH2:18][C@H:17]([NH:22][C:23](=[O:32])[O:24][CH2:25][C:26]3[CH:27]=[CH:28][CH:29]=[CH:30][CH:31]=3)[C:16]2=[O:33])[C@H:11]([CH:34]([CH3:35])[CH3:36])[CH2:10]1.[Si:1]([O:8][C@@H:9]1[CH2:14][CH2:13][C@H:12]([N:15]2[CH2:19][CH2:18][C@H:17]([NH:22][C:23](=[O:32])[O:24][CH2:25][C:26]3[CH:31]=[CH:30][CH:29]=[CH:28][CH:27]=3)[C:16]2=[O:33])[C@H:11]([CH:34]([CH3:36])[CH3:35])[CH2:10]1)([C:4]([CH3:7])([CH3:6])[CH3:5])([CH3:3])[CH3:2]. (9) Given the reactants CO.[CH3:3][N:4]([CH3:18])[C:5]1[C:14]([CH2:15]O)=[CH:13][C:12]2[C:7](=[CH:8][CH:9]=[C:10]([CH3:17])[CH:11]=2)[N:6]=1.O=S(Cl)[Cl:21], predict the reaction product. The product is: [ClH:21].[Cl:21][CH2:15][C:14]1[C:5]([N:4]([CH3:18])[CH3:3])=[N:6][C:7]2[C:12]([CH:13]=1)=[CH:11][C:10]([CH3:17])=[CH:9][CH:8]=2. (10) Given the reactants Cl[C:2]1[C:7]([C:8]#[N:9])=[C:6]([NH:10][CH2:11][CH2:12][OH:13])[N:5]=[C:4]([NH:14][CH:15]2[CH2:17][CH2:16]2)[N:3]=1.[F:18][C:19]1[CH:24]=[CH:23][C:22]([N:25]2[CH2:30][CH2:29][NH:28][CH2:27][CH2:26]2)=[CH:21][CH:20]=1.C(N(C(C)C)C(C)C)C, predict the reaction product. The product is: [CH:15]1([NH:14][C:4]2[N:3]=[C:2]([N:28]3[CH2:27][CH2:26][N:25]([C:22]4[CH:21]=[CH:20][C:19]([F:18])=[CH:24][CH:23]=4)[CH2:30][CH2:29]3)[C:7]([C:8]#[N:9])=[C:6]([NH:10][CH2:11][CH2:12][OH:13])[N:5]=2)[CH2:17][CH2:16]1.